Predict the product of the given reaction. From a dataset of Forward reaction prediction with 1.9M reactions from USPTO patents (1976-2016). (1) Given the reactants [C:1]([C:3]1[CH:8]=[CH:7][C:6]([NH:9][C:10]2[N:15]=[C:14]([NH:16][CH2:17][CH2:18][CH3:19])[C:13]([C:20]([NH:22][C:23]3[CH:28]=[CH:27][CH:26]=[C:25]([NH:29][C:30](=[O:35])[C@@H:31]([NH:33][CH3:34])[CH3:32])[CH:24]=3)=[O:21])=[CH:12][N:11]=2)=[CH:5][CH:4]=1)#[N:2].Cl.[CH3:37][N:38]([CH3:45])[CH2:39]/[CH:40]=[CH:41]/[C:42](O)=[O:43].Cl.C(N=C=NCCCN(C)C)C.C(=O)([O-])O.[Na+], predict the reaction product. The product is: [C:1]([C:3]1[CH:8]=[CH:7][C:6]([NH:9][C:10]2[N:15]=[C:14]([NH:16][CH2:17][CH2:18][CH3:19])[C:13]([C:20]([NH:22][C:23]3[CH:28]=[CH:27][CH:26]=[C:25]([NH:29][C:30](=[O:35])[C@@H:31]([N:33]([CH3:34])[C:42](=[O:43])/[CH:41]=[CH:40]/[CH2:39][N:38]([CH3:45])[CH3:37])[CH3:32])[CH:24]=3)=[O:21])=[CH:12][N:11]=2)=[CH:5][CH:4]=1)#[N:2]. (2) Given the reactants [NH2:1][C:2](=[N:8][C:9]1[CH:14]=[CH:13][C:12]([N:15]2[CH2:20][CH2:19][N:18]([C:21]([NH:23][CH2:24][CH2:25][CH2:26][CH2:27][CH:28]3[CH2:32][CH2:31][S:30][S:29]3)=[O:22])[CH2:17][CH2:16]2)=[C:11]([CH3:33])[CH:10]=1)[C:3]1[S:4][CH:5]=[CH:6][CH:7]=1.FC1C=CC([N+]([O-])=O)=CC=1C#[N:38], predict the reaction product. The product is: [NH2:1][C:2](=[N:8][C:9]1[CH:14]=[CH:13][C:12]([N:15]2[CH2:16][CH2:17][N:18]([C:21]([NH:23][CH2:24][CH2:25][CH2:26][CH2:27][CH:28]3[CH2:32][CH2:31][S:30][S:29]3)=[O:22])[CH2:19][CH2:20]2)=[C:11]([C:33]#[N:38])[CH:10]=1)[C:3]1[S:4][CH:5]=[CH:6][CH:7]=1. (3) Given the reactants [C-:1]#[N:2].[Na+].S(=O)(=O)(O)O.Br[CH2:10][C:11]1[CH:27]=[C:26]([Cl:28])[C:14]([CH2:15][C:16]2[CH:17]=[C:18]([CH:23]([CH3:25])[CH3:24])[C:19](=[O:22])[NH:20][N:21]=2)=[C:13]([Cl:29])[CH:12]=1.C(=O)(O)[O-].[Na+], predict the reaction product. The product is: [Cl:29][C:13]1[CH:12]=[C:11]([CH2:10][C:1]#[N:2])[CH:27]=[C:26]([Cl:28])[C:14]=1[CH2:15][C:16]1[CH:17]=[C:18]([CH:23]([CH3:25])[CH3:24])[C:19](=[O:22])[NH:20][N:21]=1. (4) Given the reactants [C:1]([O:9]CC)(=O)[CH2:2][C:3]([O:5][CH2:6][CH3:7])=[O:4].[H-].[Na+].[H][H].[F:16][C:17]1[CH:36]=[CH:35][C:20]([CH2:21][N:22]2[C:27]3[CH:28]=[CH:29][C:30]([CH3:32])=[CH:31][C:26]=3[C:25](=O)[O:24]C2=O)=[CH:19][CH:18]=1.Cl, predict the reaction product. The product is: [CH2:6]([O:5][C:3]([C:2]1[C:1](=[O:9])[N:22]([CH2:21][C:20]2[CH:35]=[CH:36][C:17]([F:16])=[CH:18][CH:19]=2)[C:27]2[C:26]([C:25]=1[OH:24])=[CH:31][C:30]([CH3:32])=[CH:29][CH:28]=2)=[O:4])[CH3:7].